This data is from Peptide-MHC class I binding affinity with 185,985 pairs from IEDB/IMGT. The task is: Regression. Given a peptide amino acid sequence and an MHC pseudo amino acid sequence, predict their binding affinity value. This is MHC class I binding data. (1) The peptide sequence is RVLTARKTV. The MHC is HLA-A02:19 with pseudo-sequence HLA-A02:19. The binding affinity (normalized) is 0.0847. (2) The MHC is HLA-A68:01 with pseudo-sequence HLA-A68:01. The peptide sequence is LWILDRLFFK. The binding affinity (normalized) is 0.141. (3) The peptide sequence is QHSFMANRM. The MHC is HLA-A01:01 with pseudo-sequence HLA-A01:01. The binding affinity (normalized) is 0.0847.